Dataset: hERG Central: cardiac toxicity at 1µM, 10µM, and general inhibition. Task: Predict hERG channel inhibition at various concentrations. (1) The compound is CCOC(=O)N1CCN(c2c(N3CCN(c4ccc(F)cc4)CC3)c(=O)c2=O)CC1. Results: hERG_inhib (hERG inhibition (general)): blocker. (2) The compound is Cc1ccc(S(=O)(=O)NC(C)(C)CN2CCC(Cc3ccccc3)CC2)cc1.O=C(O)C(=O)O. Results: hERG_inhib (hERG inhibition (general)): blocker.